From a dataset of Tox21: 12 toxicity assays (nuclear receptors and stress response pathways). Binary classification across 12 toxicity assays. (1) It tested positive (active) for: SR-ARE (Antioxidant Response Element (oxidative stress)). The drug is O=[N+]([O-])c1cccc2c([N+](=O)[O-])cccc12. (2) It tested positive (active) for: SR-ARE (Antioxidant Response Element (oxidative stress)), SR-HSE (Heat Shock Element response), and SR-MMP (Mitochondrial Membrane Potential disruption). The drug is COc1cc(C=C2CCCC(=Cc3ccc(O)c(OC)c3)C2=O)ccc1O. (3) The molecule is CC(C)=CCOc1ccc(/C=C/C(=O)c2ccc(OCC=C(C)C)cc2OCC(=O)O)cc1. It tested positive (active) for: SR-ARE (Antioxidant Response Element (oxidative stress)), SR-HSE (Heat Shock Element response), SR-MMP (Mitochondrial Membrane Potential disruption), and SR-p53 (p53 tumor suppressor activation). (4) The molecule is CC(C)NC(C)Cc1ccc(I)cc1. It tested positive (active) for: NR-ER (Estrogen Receptor agonist activity). (5) The compound is CCNc1nc(NC(C)CC)nc(OC)n1. It tested positive (active) for: NR-AhR (Aryl hydrocarbon Receptor agonist activity), and SR-HSE (Heat Shock Element response). (6) The molecule is O=C(Nc1ccc(S(=O)(=O)N2CCOCC2)cc1)c1cc(Cl)ccc1NS(=O)(=O)c1ccc(Cl)s1. It tested positive (active) for: SR-p53 (p53 tumor suppressor activation). (7) The molecule is CC1(C)C(=O)N(Br)C(=O)N1Cl. It tested positive (active) for: SR-ARE (Antioxidant Response Element (oxidative stress)).